Dataset: Peptide-MHC class I binding affinity with 185,985 pairs from IEDB/IMGT. Task: Regression. Given a peptide amino acid sequence and an MHC pseudo amino acid sequence, predict their binding affinity value. This is MHC class I binding data. (1) The peptide sequence is FQYEHEQTF. The MHC is HLA-A68:02 with pseudo-sequence HLA-A68:02. The binding affinity (normalized) is 0.0847. (2) The peptide sequence is DTMSIYIAVA. The MHC is HLA-A68:02 with pseudo-sequence HLA-A68:02. The binding affinity (normalized) is 0.737. (3) The peptide sequence is LDFVRFMGV. The MHC is HLA-A24:02 with pseudo-sequence HLA-A24:02. The binding affinity (normalized) is 0.